This data is from Reaction yield outcomes from USPTO patents with 853,638 reactions. The task is: Predict the reaction yield, written as a fraction of the theoretical maximum amount of product (1.0 means a 100% yield; for example, 0.34 means a 34% yield). (1) The reactants are [F:1][C:2]1[CH:3]=[C:4]([OH:11])[CH:5]=[CH:6][C:7]=1[N+:8]([O-:10])=[O:9].C(=O)([O-])[O-].[K+].[K+].C1C=CC(N([S:25]([C:28]([F:31])([F:30])[F:29])(=[O:27])=[O:26])[S:25]([C:28]([F:31])([F:30])[F:29])(=[O:27])=[O:26])=CC=1. The catalyst is C1COCC1. The product is [F:1][C:2]1[CH:3]=[C:4]([O:11][S:25]([C:28]([F:31])([F:30])[F:29])(=[O:27])=[O:26])[CH:5]=[CH:6][C:7]=1[N+:8]([O-:10])=[O:9]. The yield is 0.800. (2) The reactants are Br[C:2]1[CH:3]=[C:4]2[CH:10]=[CH:9][NH:8][C:5]2=[N:6][CH:7]=1.[C:11]1(=[O:17])[CH2:16][CH2:15][CH2:14][CH2:13][CH2:12]1.O[C:19]1[CH:20]=[C:21](B(O)O)[CH:22]=[CH:23][CH:24]=1.C(=O)([O-])[O-].[Na+].[Na+]. The catalyst is CO.O.Cl[Pd-2](Cl)(P(C1C=CC=CC=1)(C1C=CC=CC=1)C1C=CC=CC=1)P(C1C=CC=CC=1)(C1C=CC=CC=1)C1C=CC=CC=1.C(#N)C. The product is [C:19]1([C:10]2[C:4]3[C:5](=[N:6][CH:7]=[C:2]([C:13]4[CH:12]=[C:11]([OH:17])[CH:16]=[CH:15][CH:14]=4)[CH:3]=3)[NH:8][CH:9]=2)[CH2:20][CH2:21][CH2:22][CH2:23][CH:24]=1. The yield is 0.120.